This data is from Full USPTO retrosynthesis dataset with 1.9M reactions from patents (1976-2016). The task is: Predict the reactants needed to synthesize the given product. (1) Given the product [Cl:29][C:22]1[N:21]=[C:20]2[C:25]([NH:26][CH:27]=[N:19]2)=[C:24]([N:39]2[CH:40]=[CH:41][N:42]=[C:38]2[CH2:37][CH:36]([C:30]2[CH:35]=[CH:34][CH:33]=[CH:32][CH:31]=2)[CH3:43])[N:23]=1, predict the reactants needed to synthesize it. The reactants are: C(O[C@@H]1[C@H](OC(=O)C)[C@@H](COC(=O)C)O[C@H]1[N:19]1[CH:27]=[N:26][C:25]2[C:20]1=[N:21][C:22]([Cl:29])=[N:23][C:24]=2Cl)(=O)C.[C:30]1([CH:36]([CH3:43])[CH2:37][C:38]2[NH:39][CH:40]=[CH:41][N:42]=2)[CH:35]=[CH:34][CH:33]=[CH:32][CH:31]=1.C(Cl)(C)=O. (2) Given the product [CH2:1]([C:3]1[C:8]2[O:9][CH2:12][C:13](=[O:14])[NH:10][C:7]=2[CH:6]=[CH:5][CH:4]=1)[CH3:2], predict the reactants needed to synthesize it. The reactants are: [CH2:1]([C:3]1[C:8]([OH:9])=[C:7]([NH2:10])[CH:6]=[CH:5][CH:4]=1)[CH3:2].Cl[CH2:12][C:13](Cl)=[O:14].C([O-])([O-])=O.[K+].[K+]. (3) Given the product [CH3:1][O:2][C:3](=[O:21])[C:4]1[CH:9]=[CH:8][C:7]([S:10][C:11]2[CH:16]=[CH:15][C:14]([OH:17])=[CH:13][CH:12]=2)=[C:6]([NH2:18])[CH:5]=1, predict the reactants needed to synthesize it. The reactants are: [CH3:1][O:2][C:3](=[O:21])[C:4]1[CH:9]=[CH:8][C:7]([S:10][C:11]2[CH:16]=[CH:15][C:14]([OH:17])=[CH:13][CH:12]=2)=[C:6]([N+:18]([O-])=O)[CH:5]=1.[NH4+].[Cl-]. (4) Given the product [CH2:1]([O:8][C:9]1[CH:14]=[C:13]([O:15][CH2:16][C:40]2[CH:39]=[CH:38][CH:43]=[CH:42][CH:41]=2)[C:12]([CH:23]([CH3:25])[CH3:24])=[CH:11][C:10]=1[C:26]([OH:28])=[O:34])[C:2]1[CH:3]=[CH:4][CH:5]=[CH:6][CH:7]=1, predict the reactants needed to synthesize it. The reactants are: [CH2:1]([O:8][C:9]1[CH:14]=[C:13]([O:15][CH2:16]C2C=CC=CC=2)[C:12]([CH:23]([CH3:25])[CH3:24])=[CH:11][C:10]=1[C:26](=[O:28])C)[C:2]1[CH:7]=[CH:6][CH:5]=[CH:4][CH:3]=1.Br[O-].[Na+].CC[O:34]C(C)=O.[CH3:38][CH2:39][CH2:40][CH2:41][CH2:42][CH3:43].Cl. (5) Given the product [C:1]([O:5][C:6]([N:8]1[CH2:13][CH2:12][CH:11]([C:14]2[CH:19]=[CH:18][C:17]([NH2:20])=[C:16]([C:22]3[CH2:27][CH2:26][CH2:25][CH2:24][CH:23]=3)[N:15]=2)[CH2:10][CH2:9]1)=[O:7])([CH3:4])([CH3:3])[CH3:2], predict the reactants needed to synthesize it. The reactants are: [C:1]([O:5][C:6]([N:8]1[CH2:13][CH2:12][CH:11]([C:14]2[CH:19]=[CH:18][C:17]([NH2:20])=[C:16](Br)[N:15]=2)[CH2:10][CH2:9]1)=[O:7])([CH3:4])([CH3:3])[CH3:2].[C:22]1(B(O)O)[CH2:27][CH2:26][CH2:25][CH2:24][CH:23]=1. (6) Given the product [C:1]([O:5][C:6]([N:8]1[CH2:13][CH2:12][N:11]([C:14]2[S:15][C:16]([S:26][C:22]3[CH:21]=[N:20][CH:25]=[CH:24][CH:23]=3)=[CH:17][N:18]=2)[CH2:10][CH2:9]1)=[O:7])([CH3:4])([CH3:3])[CH3:2], predict the reactants needed to synthesize it. The reactants are: [C:1]([O:5][C:6]([N:8]1[CH2:13][CH2:12][N:11]([C:14]2[S:15][C:16](Br)=[CH:17][N:18]=2)[CH2:10][CH2:9]1)=[O:7])([CH3:4])([CH3:3])[CH3:2].[N:20]1[CH:25]=[CH:24][CH:23]=[C:22]([S:26][S:26][C:22]2[CH:21]=[N:20][CH:25]=[CH:24][CH:23]=2)[CH:21]=1.